From a dataset of Reaction yield outcomes from USPTO patents with 853,638 reactions. Predict the reaction yield, written as a fraction of the theoretical maximum amount of product (1.0 means a 100% yield; for example, 0.34 means a 34% yield). (1) The reactants are [C:1]1(=O)[CH2:6][CH2:5]C[CH2:3][CH2:2]1.[Cl-:8].[NH4+:9].[C-:10]#[N:11].[Na+].N.[C:14](=O)([O-])O.[Na+].Cl. The catalyst is C(O)C.O.[Pt](=O)=O. The product is [ClH:8].[ClH:8].[NH2:9][CH2:14][C:10]1([NH2:11])[CH2:5][CH2:6][CH2:1][CH2:2][CH2:3]1. The yield is 0.360. (2) The reactants are [CH:1]1([N:7]2[CH2:11][CH2:10][CH2:9][C:8]2=[O:12])[CH2:6][CH2:5][CH2:4][CH2:3][CH2:2]1.[Li+].CC([N-]C(C)C)C.[CH2:21](Br)[C:22]1[CH:27]=[CH:26][CH:25]=[CH:24][CH:23]=1. The catalyst is C1COCC1. The product is [CH2:21]([CH:9]1[CH2:10][CH2:11][N:7]([CH:1]2[CH2:2][CH2:3][CH2:4][CH2:5][CH2:6]2)[C:8]1=[O:12])[C:22]1[CH:27]=[CH:26][CH:25]=[CH:24][CH:23]=1. The yield is 0.700.